The task is: Predict the reactants needed to synthesize the given product.. This data is from Full USPTO retrosynthesis dataset with 1.9M reactions from patents (1976-2016). (1) Given the product [C:9]([O:13][C:14]([N:16]1[CH2:21][CH2:20][N:19]([C:2]2[CH:7]=[C:6]([Cl:8])[N:5]=[CH:4][N:3]=2)[CH2:18][CH2:17]1)=[O:15])([CH3:12])([CH3:10])[CH3:11], predict the reactants needed to synthesize it. The reactants are: Cl[C:2]1[CH:7]=[C:6]([Cl:8])[N:5]=[CH:4][N:3]=1.[C:9]([O:13][C:14]([N:16]1[CH2:21][CH2:20][NH:19][CH2:18][CH2:17]1)=[O:15])([CH3:12])([CH3:11])[CH3:10]. (2) Given the product [N:7]1([C:12]([OH:14])=[O:13])[CH2:8][CH2:9][CH2:10][CH2:11][CH2:6]1, predict the reactants needed to synthesize it. The reactants are: C(O[C:6]1(S(C2C=CC=CC=2)=O)[CH2:11][CH2:10][CH2:9][CH2:8][N:7]1[C:12]([OH:14])=[O:13])C#CC.BrC1C=CC(CBr)=CC=1.C(N(CC)CC)C.Cl. (3) Given the product [C:7]([CH2:6][CH2:5][CH2:4][CH2:3][CH:2]([NH2:1])[C:17]([OH:18])=[O:16])([O:9][C:28]([CH3:31])([CH3:30])[CH3:29])=[O:8], predict the reactants needed to synthesize it. The reactants are: [NH2:1][CH2:2][CH2:3][CH2:4][CH2:5][CH2:6][C:7]([OH:9])=[O:8].[OH-].[Na+].C([O:16][C:17](OC(OC(C)(C)C)=O)=[O:18])(C)(C)C.O.[C:28](O)([CH3:31])([CH3:30])[CH3:29]. (4) Given the product [Br:11][C:12]1[CH:13]=[C:14]([CH:18]([C:19]([O:21][CH2:22][C:23]2[CH:24]=[CH:25][C:26]([O:29][CH3:30])=[CH:27][CH:28]=2)=[O:20])[CH:32]([C:34]2[CH:43]=[CH:42][C:37]([C:38]([O:40][CH3:41])=[O:39])=[CH:36][CH:35]=2)[CH3:33])[CH:15]=[CH:16][CH:17]=1, predict the reactants needed to synthesize it. The reactants are: [Li+].C[Si]([N-][Si](C)(C)C)(C)C.[Br:11][C:12]1[CH:13]=[C:14]([CH2:18][C:19]([O:21][CH2:22][C:23]2[CH:28]=[CH:27][C:26]([O:29][CH3:30])=[CH:25][CH:24]=2)=[O:20])[CH:15]=[CH:16][CH:17]=1.Br[CH:32]([C:34]1[CH:43]=[CH:42][C:37]([C:38]([O:40][CH3:41])=[O:39])=[CH:36][CH:35]=1)[CH3:33]. (5) Given the product [O:1]1[C:5]2[CH:6]=[CH:7][CH:8]=[CH:9][C:4]=2[CH:3]=[C:2]1[CH2:10][O:11][C:12]1[CH:20]=[CH:19][CH:18]=[C:14]2[C:13]=1[C:21](=[O:23])[N:25]([CH:26]1[CH2:32][CH2:31][C:30](=[O:33])[NH:29][C:27]1=[O:28])[C:15]2=[O:17], predict the reactants needed to synthesize it. The reactants are: [O:1]1[C:5]2[CH:6]=[CH:7][CH:8]=[CH:9][C:4]=2[CH:3]=[C:2]1[CH2:10][O:11][C:12]1[CH:20]=[CH:19][CH:18]=[C:14]([C:15]([OH:17])=O)[C:13]=1[C:21]([OH:23])=O.Cl.[NH2:25][CH:26]1[CH2:32][CH2:31][C:30](=[O:33])[NH:29][C:27]1=[O:28]. (6) Given the product [NH:35]([C:36]([N:3]([CH3:2])[CH2:4][CH2:5][NH:6][S:7]([C:10]1[CH:15]=[C:14]([S:16]([C:19]2[CH:24]=[CH:23][CH:22]=[CH:21][CH:20]=2)(=[O:17])=[O:18])[CH:13]=[CH:12][C:11]=1[C:25]([F:27])([F:28])[F:26])(=[O:8])=[O:9])=[O:37])[C:29]1[CH:34]=[CH:33][CH:32]=[CH:31][CH:30]=1, predict the reactants needed to synthesize it. The reactants are: Cl.[CH3:2][NH:3][CH2:4][CH2:5][NH:6][S:7]([C:10]1[CH:15]=[C:14]([S:16]([C:19]2[CH:24]=[CH:23][CH:22]=[CH:21][CH:20]=2)(=[O:18])=[O:17])[CH:13]=[CH:12][C:11]=1[C:25]([F:28])([F:27])[F:26])(=[O:9])=[O:8].[C:29]1([N:35]=[C:36]=[O:37])[CH:34]=[CH:33][CH:32]=[CH:31][CH:30]=1.C(N(C(C)C)CC)(C)C.